From a dataset of Reaction yield outcomes from USPTO patents with 853,638 reactions. Predict the reaction yield, written as a fraction of the theoretical maximum amount of product (1.0 means a 100% yield; for example, 0.34 means a 34% yield). (1) The yield is 0.380. The product is [Cl:1][C:2]1[CH:7]=[C:6]([N:8]2[C:15]([CH3:16])=[CH:14][CH:13]=[N:9]2)[CH:5]=[C:4]([Cl:10])[N:3]=1. The catalyst is C(O)C. The reactants are [Cl:1][C:2]1[CH:7]=[C:6]([NH:8][NH2:9])[CH:5]=[C:4]([Cl:10])[N:3]=1.CO/[CH:13]=[CH:14]/[C:15](=O)[CH3:16].C1(C)C=CC(S(O)(=O)=O)=CC=1. (2) The reactants are [CH3:1][C:2]1[O:6][N:5]=[C:4]([C:7]2[CH:12]=[CH:11][CH:10]=[CH:9][CH:8]=2)[C:3]=1[CH2:13][O:14][C:15]1[CH:23]=[CH:22][C:18]([C:19]([OH:21])=O)=[CH:17][N:16]=1.Cl.[F:25][C:26]1([F:32])[CH2:31][CH2:30][NH:29][CH2:28][CH2:27]1. No catalyst specified. The product is [F:25][C:26]1([F:32])[CH2:31][CH2:30][N:29]([C:19]([C:18]2[CH:17]=[N:16][C:15]([O:14][CH2:13][C:3]3[C:4]([C:7]4[CH:8]=[CH:9][CH:10]=[CH:11][CH:12]=4)=[N:5][O:6][C:2]=3[CH3:1])=[CH:23][CH:22]=2)=[O:21])[CH2:28][CH2:27]1. The yield is 0.980. (3) The reactants are [CH2:1]([C:5]1[N:6]([CH2:13][C:14]2[CH:19]=[CH:18][C:17]([C:20]3[C:21]([C:26]#[N:27])=[CH:22][CH:23]=[CH:24][CH:25]=3)=[CH:16][C:15]=2[F:28])[C:7](=[O:12])[CH:8]=[C:9]([CH3:11])[N:10]=1)[CH2:2][CH2:3][CH3:4].C([O-])(=O)C.[Na+].[Br:34]Br. The catalyst is C(O)(=O)C.C(OCC)(=O)C. The product is [Br:34][C:8]1[C:7](=[O:12])[N:6]([CH2:13][C:14]2[CH:19]=[CH:18][C:17]([C:20]3[C:21]([C:26]#[N:27])=[CH:22][CH:23]=[CH:24][CH:25]=3)=[CH:16][C:15]=2[F:28])[C:5]([CH2:1][CH2:2][CH2:3][CH3:4])=[N:10][C:9]=1[CH3:11]. The yield is 0.600. (4) The reactants are Cl[C:2]1[N:7]=[C:6]([N:8]2[CH2:13][CH2:12][O:11][CH2:10][CH2:9]2)[N:5]=[C:4]([N:14]2[C:18]3[CH:19]=[CH:20][CH:21]=[C:22]([O:23][CH3:24])[C:17]=3[N:16]=[C:15]2[CH:25]([F:27])[F:26])[N:3]=1.[NH2:28][CH:29]1[CH2:34][CH2:33][N:32]([C:35]([O:37][C:38]([CH3:41])([CH3:40])[CH3:39])=[O:36])[CH2:31][CH2:30]1.CCN(C(C)C)C(C)C. The catalyst is C1COCC1. The product is [F:26][CH:25]([F:27])[C:15]1[N:14]([C:4]2[N:5]=[C:6]([N:8]3[CH2:13][CH2:12][O:11][CH2:10][CH2:9]3)[N:7]=[C:2]([NH:28][CH:29]3[CH2:30][CH2:31][N:32]([C:35]([O:37][C:38]([CH3:41])([CH3:40])[CH3:39])=[O:36])[CH2:33][CH2:34]3)[N:3]=2)[C:18]2[CH:19]=[CH:20][CH:21]=[C:22]([O:23][CH3:24])[C:17]=2[N:16]=1. The yield is 0.910. (5) The reactants are CC1(C)O[C@@H](/C=C\C[N:10]2[C:19]3[CH:18]=[CH:17][CH:16]=[C:15]4[C:20]([CH3:24])([CH3:23])[CH2:21][CH2:22][N:13]([C:14]=34)[C:12](=[O:25])[C:11]2=[O:26])CO1.C[N+]1([O-])CC[O:32][CH2:31][CH2:30]1.[C:36]([O:40]O)([CH3:39])([CH3:38])C.[OH:42]S([O-])(=O)=O.[Na+].[CH3:48][C:49]([CH3:51])=[O:50]. The catalyst is [Os](=O)(=O)(=O)=O.CC(O)(C)C.O. The product is [CH3:39][C:36]1([CH3:38])[O:40][C@@H:30]([C@@H:48]([OH:42])[C@@H:49]([OH:50])[CH2:51][N:10]2[C:19]3[CH:18]=[CH:17][CH:16]=[C:15]4[C:20]([CH3:23])([CH3:24])[CH2:21][CH2:22][N:13]([C:14]=34)[C:12](=[O:25])[C:11]2=[O:26])[CH2:31][O:32]1. The yield is 0.640. (6) The reactants are C[O:2][C:3]1[CH:12]=[CH:11][C:10]2[NH:9][C:8](=[O:13])[C:7]3[S:14][CH:15]=[CH:16][C:6]=3[C:5]=2[C:4]=1[C:17]1[CH:22]=[CH:21][C:20]([NH:23][S:24]([CH3:27])(=[O:26])=[O:25])=[CH:19][CH:18]=1.BrB(Br)Br. No catalyst specified. The product is [OH:2][C:3]1[CH:12]=[CH:11][C:10]2[NH:9][C:8](=[O:13])[C:7]3[S:14][CH:15]=[CH:16][C:6]=3[C:5]=2[C:4]=1[C:17]1[CH:18]=[CH:19][C:20]([NH:23][S:24]([CH3:27])(=[O:26])=[O:25])=[CH:21][CH:22]=1. The yield is 0.100.